The task is: Predict which catalyst facilitates the given reaction.. This data is from Catalyst prediction with 721,799 reactions and 888 catalyst types from USPTO. (1) Reactant: Cl.[CH3:2][O:3][C:4](=[O:18])[C:5]1[CH:10]=[CH:9][CH:8]=[C:7]([O:11][CH:12]2[CH2:17][CH2:16][NH:15][CH2:14][CH2:13]2)[CH:6]=1.F[C:20]1[N:25]=[CH:24][C:23]([C:26]2[NH:30][C:29]3[CH:31]=[CH:32][C:33]([C:35]([F:38])([F:37])[F:36])=[CH:34][C:28]=3[N:27]=2)=[CH:22][CH:21]=1.C(=O)([O-])[O-].[Cs+].[Cs+]. Product: [F:37][C:35]([F:36])([F:38])[C:33]1[CH:32]=[CH:31][C:29]2[NH:30][C:26]([C:23]3[CH:22]=[CH:21][C:20]([N:15]4[CH2:16][CH2:17][CH:12]([O:11][C:7]5[CH:6]=[C:5]([CH:10]=[CH:9][CH:8]=5)[C:4]([O:3][CH3:2])=[O:18])[CH2:13][CH2:14]4)=[N:25][CH:24]=3)=[N:27][C:28]=2[CH:34]=1. The catalyst class is: 2. (2) Reactant: [CH2:1]([O:3][C:4]1[CH:5]=[C:6]([CH:12]=[CH:13][CH:14]=1)[O:7][CH2:8][C:9](O)=[O:10])[CH3:2].C(Cl)[Cl:16].C(Cl)(=O)C(Cl)=O. Product: [CH2:1]([O:3][C:4]1[CH:5]=[C:6]([CH:12]=[CH:13][CH:14]=1)[O:7][CH2:8][C:9]([Cl:16])=[O:10])[CH3:2]. The catalyst class is: 3. (3) Reactant: [C:1]([O:4][C:5]1[CH:25]=[CH:24][C:8]([C:9]2[CH2:10][O:11][C:12]3[C:17]([CH:18]=2)=[CH:16][CH:15]=[C:14]([O:19][C:20](=[O:22])[CH3:21])[C:13]=3[CH3:23])=[CH:7][CH:6]=1)(=[O:3])[CH3:2].[CH:26]1C=CC([C+](C2C=CC=CC=2)C2C=CC=CC=2)=CC=1.F[P-](F)(F)(F)(F)F.C[Zn]C. Product: [C:1]([O:4][C:5]1[CH:25]=[CH:24][C:8]([C:9]2[CH:10]([CH3:26])[O:11][C:12]3[C:17]([CH:18]=2)=[CH:16][CH:15]=[C:14]([O:19][C:20](=[O:22])[CH3:21])[C:13]=3[CH3:23])=[CH:7][CH:6]=1)(=[O:3])[CH3:2]. The catalyst class is: 4. (4) Reactant: [C:1]([C:3]1[CH:12]=[C:11]2[C:6]([CH:7]=[CH:8][C:9]([N:13]3[CH2:18][CH2:17][N:16](C(=O)C(F)(F)F)[C@H:15]([CH3:25])[CH2:14]3)=[CH:10]2)=[CH:5][CH:4]=1)#[N:2].[BH4-].[Na+]. Product: [C:1]([C:3]1[CH:12]=[C:11]2[C:6]([CH:7]=[CH:8][C:9]([N:13]3[CH2:18][CH2:17][NH:16][C@H:15]([CH3:25])[CH2:14]3)=[CH:10]2)=[CH:5][CH:4]=1)#[N:2]. The catalyst class is: 5. (5) Reactant: [C:1]([NH:4][CH:5]1[C:9](=[O:10])[CH2:8][N:7]([C:11]([O:13][C:14]([CH3:17])([CH3:16])[CH3:15])=[O:12])[CH2:6]1)(=O)[CH3:2].[OH-].COC(NS([N+](CC)(CC)CC)(=O)=O)=O. Product: [CH3:2][C:1]1[O:10][C:9]2[CH2:8][N:7]([C:11]([O:13][C:14]([CH3:17])([CH3:16])[CH3:15])=[O:12])[CH2:6][C:5]=2[N:4]=1. The catalyst class is: 7. (6) Reactant: [Cl:1][C:2]1[C:7]([N+:8]([O-])=O)=[CH:6][C:5]([N:11]2[C:20](=[O:21])[C:15]3[CH2:16][CH2:17][CH2:18][CH2:19][C:14]=3[C:12]2=[O:13])=[C:4]([F:22])[CH:3]=1. Product: [NH2:8][C:7]1[C:2]([Cl:1])=[CH:3][C:4]([F:22])=[C:5]([N:11]2[C:20](=[O:21])[C:15]3[CH2:16][CH2:17][CH2:18][CH2:19][C:14]=3[C:12]2=[O:13])[CH:6]=1. The catalyst class is: 180.